From a dataset of Forward reaction prediction with 1.9M reactions from USPTO patents (1976-2016). Predict the product of the given reaction. Given the reactants [NH2:1][C:2]1[N:7]=[CH:6][C:5]([C:8]2[N:9]=[C:10]([N:27]3[CH2:32][CH2:31][O:30][CH2:29][CH2:28]3)[C:11]3[S:16][C:15]([C:17]4[CH:18]=[C:19]([CH:23]=[CH:24][CH:25]=4)[C:20](O)=[O:21])=[C:14]([CH3:26])[C:12]=3[N:13]=2)=[CH:4][N:3]=1.[CH3:33][N:34]([CH3:43])[CH2:35][CH2:36][N:37]1[CH2:42][CH2:41][NH:40][CH2:39][CH2:38]1, predict the reaction product. The product is: [NH2:1][C:2]1[N:7]=[CH:6][C:5]([C:8]2[N:9]=[C:10]([N:27]3[CH2:32][CH2:31][O:30][CH2:29][CH2:28]3)[C:11]3[S:16][C:15]([C:17]4[CH:18]=[C:19]([C:20]([N:40]5[CH2:41][CH2:42][N:37]([CH2:36][CH2:35][N:34]([CH3:43])[CH3:33])[CH2:38][CH2:39]5)=[O:21])[CH:23]=[CH:24][CH:25]=4)=[C:14]([CH3:26])[C:12]=3[N:13]=2)=[CH:4][N:3]=1.